The task is: Predict the reactants needed to synthesize the given product.. This data is from Full USPTO retrosynthesis dataset with 1.9M reactions from patents (1976-2016). (1) Given the product [CH3:29][C:30]1[N:31]([CH2:6][C:7]2[C:15]3[O:14][C:13]([CH:16]([CH3:18])[CH3:17])=[CH:12][C:11]=3[CH:10]=[C:9]([S:19]([CH3:22])(=[O:21])=[O:20])[CH:8]=2)[N:32]=[C:33]([C:35]([O:37][CH2:38][CH3:39])=[O:36])[CH:34]=1, predict the reactants needed to synthesize it. The reactants are: CS(O[CH2:6][C:7]1[C:15]2[O:14][C:13]([CH:16]([CH3:18])[CH3:17])=[CH:12][C:11]=2[CH:10]=[C:9]([S:19]([CH3:22])(=[O:21])=[O:20])[CH:8]=1)(=O)=O.C([O-])([O-])=O.[K+].[K+].[CH3:29][C:30]1[CH:34]=[C:33]([C:35]([O:37][CH2:38][CH3:39])=[O:36])[NH:32][N:31]=1. (2) Given the product [CH3:35][O:34][C:31]1[N:30]=[CH:29][C:28]([NH:27][C:16]2[C:15]([C:13]3[N:12]=[C:11]([CH3:36])[N:10]=[C:9]([NH2:8])[N:14]=3)=[CH:20][C:19]([C:21]3[CH:22]=[N:23][N:24]([CH3:26])[CH:25]=3)=[CH:18][N:17]=2)=[CH:33][CH:32]=1, predict the reactants needed to synthesize it. The reactants are: COC1C=CC(C[N:8](CC2C=CC(OC)=CC=2)[C:9]2[N:14]=[C:13]([C:15]3[C:16]([NH:27][C:28]4[CH:29]=[N:30][C:31]([O:34][CH3:35])=[CH:32][CH:33]=4)=[N:17][CH:18]=[C:19]([C:21]4[CH:22]=[N:23][N:24]([CH3:26])[CH:25]=4)[CH:20]=3)[N:12]=[C:11]([CH3:36])[N:10]=2)=CC=1. (3) Given the product [CH2:1]([C:8]12[CH2:23][CH2:22][C:21](=[O:24])[CH:20]=[C:9]1[CH2:10][CH2:11][CH2:12][C:13]1[CH:18]=[C:17]([O:19][S:32]([C:35]([F:38])([F:37])[F:36])(=[O:34])=[O:33])[CH:16]=[CH:15][C:14]2=1)[C:2]1[CH:3]=[CH:4][CH:5]=[CH:6][CH:7]=1, predict the reactants needed to synthesize it. The reactants are: [CH2:1]([C:8]12[CH2:23][CH2:22][C:21](=[O:24])[CH:20]=[C:9]1[CH2:10][CH2:11][CH2:12][C:13]1[CH:18]=[C:17]([OH:19])[CH:16]=[CH:15][C:14]=12)[C:2]1[CH:7]=[CH:6][CH:5]=[CH:4][CH:3]=1.C1C=CC(N([S:32]([C:35]([F:38])([F:37])[F:36])(=[O:34])=[O:33])[S:32]([C:35]([F:38])([F:37])[F:36])(=[O:34])=[O:33])=CC=1.CCN(C(C)C)C(C)C.